Dataset: Full USPTO retrosynthesis dataset with 1.9M reactions from patents (1976-2016). Task: Predict the reactants needed to synthesize the given product. (1) Given the product [CH2:15]([O:14][P:9]([CH2:8]/[CH:7]=[CH:6]/[C:4]([OH:5])=[O:3])([O:11][CH2:12][CH3:13])=[O:10])[CH3:16], predict the reactants needed to synthesize it. The reactants are: CC[O:3][C:4](/[CH:6]=[CH:7]/[CH2:8][P:9]([O:14][CH2:15][CH3:16])([O:11][CH2:12][CH3:13])=[O:10])=[O:5].[OH-].[K+]. (2) Given the product [NH2:20][C:21]1[C:26]([C:27]#[N:28])=[C:25]([NH:12][C@H:10]([C:8]2[N:7]([C:13]3[CH:14]=[N:15][CH:16]=[CH:17][CH:18]=3)[C:6]3[CH:19]=[C:2]([F:1])[CH:3]=[CH:4][C:5]=3[N:9]=2)[CH3:11])[N:24]=[CH:23][N:22]=1, predict the reactants needed to synthesize it. The reactants are: [F:1][C:2]1[CH:3]=[CH:4][C:5]2[N:9]=[C:8]([C@@H:10]([NH2:12])[CH3:11])[N:7]([C:13]3[CH:14]=[N:15][CH:16]=[CH:17][CH:18]=3)[C:6]=2[CH:19]=1.[NH2:20][C:21]1[C:26]([C:27]#[N:28])=[C:25](Cl)[N:24]=[CH:23][N:22]=1.CCN(C(C)C)C(C)C. (3) Given the product [CH3:7][N:8]([CH3:12])[CH2:9][CH2:10][NH:11][CH2:5][C:4]([CH3:15])([N+:1]([O-:3])=[O:2])[CH3:6], predict the reactants needed to synthesize it. The reactants are: [N+:1]([CH:4]([CH3:6])[CH3:5])([O-:3])=[O:2].[CH3:7][N:8]([CH3:12])[CH2:9][CH2:10][NH2:11].[OH-].[Na+].[CH2:15]=O. (4) The reactants are: [CH3:1][C:2]1[C:6]([CH:7]=[CH:8][CH2:9][CH2:10][C:11]2[CH:16]=[CH:15][CH:14]=[CH:13][CH:12]=2)=[C:5]([C:17]2[CH:22]=[CH:21][C:20]([C:23]3[CH:28]=[CH:27][C:26]([C:29]4([C:32]([OH:34])=[O:33])[CH2:31][CH2:30]4)=[CH:25][CH:24]=3)=[CH:19][CH:18]=2)[O:4][N:3]=1. Given the product [CH3:1][C:2]1[C:6]([CH2:7][CH2:8][CH2:9][CH2:10][C:11]2[CH:12]=[CH:13][CH:14]=[CH:15][CH:16]=2)=[C:5]([C:17]2[CH:22]=[CH:21][C:20]([C:23]3[CH:28]=[CH:27][C:26]([C:29]4([C:32]([OH:34])=[O:33])[CH2:31][CH2:30]4)=[CH:25][CH:24]=3)=[CH:19][CH:18]=2)[O:4][N:3]=1, predict the reactants needed to synthesize it. (5) Given the product [N:24]1[C:16]([C:15]2[C:10]([NH:9][C:8]3[C:3]([F:2])=[C:4]([NH:32][S:33]([C:36]4[CH:41]=[CH:40][CH:39]=[C:38]([C:42]([F:45])([F:43])[F:44])[CH:37]=4)(=[O:35])=[O:34])[CH:5]=[CH:6][C:7]=3[F:31])=[N:11][CH:12]=[CH:13][CH:14]=2)=[C:17]2[C:21]([NH:20][CH:19]=[N:18]2)=[N:22][CH:23]=1, predict the reactants needed to synthesize it. The reactants are: Cl.[F:2][C:3]1[C:8]([NH:9][C:10]2[C:15]([C:16]3[N:24]=[CH:23][N:22]=[C:21]4[C:17]=3[N:18]=[CH:19][N:20]4C3CCCCO3)=[CH:14][CH:13]=[CH:12][N:11]=2)=[C:7]([F:31])[CH:6]=[CH:5][C:4]=1[NH:32][S:33]([C:36]1[CH:41]=[CH:40][CH:39]=[C:38]([C:42]([F:45])([F:44])[F:43])[CH:37]=1)(=[O:35])=[O:34]. (6) Given the product [F:18][C:19]1[CH:24]=[CH:23][CH:22]=[CH:21][C:20]=1[C:8]1[C:7]([N:13]2[CH2:17][CH2:16][CH2:15][CH2:14]2)=[N:6][CH:5]=[C:4]([CH:9]=1)[C:3]([NH:28][C@@H:29]([CH2:34][OH:35])[CH2:30][CH:31]([CH3:33])[CH3:32])=[O:12], predict the reactants needed to synthesize it. The reactants are: CO[C:3](=[O:12])[C:4]1[CH:9]=[C:8](Br)[C:7](Cl)=[N:6][CH:5]=1.[NH:13]1[CH2:17][CH2:16][CH2:15][CH2:14]1.[F:18][C:19]1[CH:24]=[CH:23][CH:22]=[CH:21][C:20]=1B(O)O.[NH2:28][C@@H:29]([CH2:34][OH:35])[CH2:30][CH:31]([CH3:33])[CH3:32]. (7) Given the product [F:31][C:2]([F:1])([F:32])[C:3]1[CH:4]=[C:5]([NH:9][C:10]([N:12]2[C:20]3[C:15](=[CH:16][C:17]([O:21][C:22]4[CH:23]=[C:24]([CH2:28][OH:29])[N:25]=[CH:26][N:27]=4)=[CH:18][CH:19]=3)[CH2:14][CH2:13]2)=[O:11])[CH:6]=[CH:7][CH:8]=1, predict the reactants needed to synthesize it. The reactants are: [F:1][C:2]([F:32])([F:31])[C:3]1[CH:4]=[C:5]([NH:9][C:10]([N:12]2[C:20]3[C:15](=[CH:16][C:17]([O:21][C:22]4[N:27]=[CH:26][N:25]=[C:24]([C:28](O)=[O:29])[CH:23]=4)=[CH:18][CH:19]=3)[CH2:14][CH2:13]2)=[O:11])[CH:6]=[CH:7][CH:8]=1.CCN(CC)CC.C(OC(Cl)=O)C(C)C.[BH4-].[Na+].